This data is from NCI-60 drug combinations with 297,098 pairs across 59 cell lines. The task is: Regression. Given two drug SMILES strings and cell line genomic features, predict the synergy score measuring deviation from expected non-interaction effect. (1) Drug 1: COC1=CC(=CC(=C1O)OC)C2C3C(COC3=O)C(C4=CC5=C(C=C24)OCO5)OC6C(C(C7C(O6)COC(O7)C8=CC=CS8)O)O. Drug 2: C1CN1P(=S)(N2CC2)N3CC3. Cell line: SK-OV-3. Synergy scores: CSS=35.0, Synergy_ZIP=-8.32, Synergy_Bliss=0.619, Synergy_Loewe=-9.52, Synergy_HSA=1.69. (2) Drug 1: C1C(C(OC1N2C=C(C(=O)NC2=O)F)CO)O. Drug 2: N.N.Cl[Pt+2]Cl. Cell line: HCT-15. Synergy scores: CSS=39.4, Synergy_ZIP=-8.69, Synergy_Bliss=-2.40, Synergy_Loewe=-12.6, Synergy_HSA=-1.01. (3) Drug 1: C1CCC(C1)C(CC#N)N2C=C(C=N2)C3=C4C=CNC4=NC=N3. Drug 2: C1CCC(CC1)NC(=O)N(CCCl)N=O. Cell line: UO-31. Synergy scores: CSS=21.0, Synergy_ZIP=-5.50, Synergy_Bliss=-1.69, Synergy_Loewe=0.719, Synergy_HSA=1.40. (4) Drug 1: C1CN1P(=S)(N2CC2)N3CC3. Drug 2: CC1CCCC2(C(O2)CC(NC(=O)CC(C(C(=O)C(C1O)C)(C)C)O)C(=CC3=CSC(=N3)C)C)C. Cell line: NCIH23. Synergy scores: CSS=48.9, Synergy_ZIP=0.488, Synergy_Bliss=-2.46, Synergy_Loewe=-8.14, Synergy_HSA=2.63. (5) Drug 1: CC1CC2C3CCC4=CC(=O)C=CC4(C3(C(CC2(C1(C(=O)CO)O)C)O)F)C. Drug 2: C1CC(CNC1)C2=CC=C(C=C2)N3C=C4C=CC=C(C4=N3)C(=O)N. Cell line: HT29. Synergy scores: CSS=35.0, Synergy_ZIP=8.05, Synergy_Bliss=11.6, Synergy_Loewe=-4.10, Synergy_HSA=11.0.